Dataset: Forward reaction prediction with 1.9M reactions from USPTO patents (1976-2016). Task: Predict the product of the given reaction. (1) The product is: [Cl:1][C:2]1[CH:7]=[CH:6][C:5]([S:8][C:16]2[CH:17]=[CH:18][CH:19]=[C:12]([F:11])[C:13]=2[C:14]#[N:15])=[CH:4][CH:3]=1. Given the reactants [Cl:1][C:2]1[CH:7]=[CH:6][C:5]([SH:8])=[CH:4][CH:3]=1.[H-].[Na+].[F:11][C:12]1[CH:19]=[CH:18][CH:17]=[C:16](F)[C:13]=1[C:14]#[N:15], predict the reaction product. (2) Given the reactants CON(C)[C:4](=[O:20])[CH2:5][N:6]([C@@H:14]([CH:18]=[CH2:19])[CH2:15][O:16][CH3:17])[C:7](=[O:13])[O:8][C:9]([CH3:12])([CH3:11])[CH3:10].[H-].C([Al+]CC(C)C)C(C)C, predict the reaction product. The product is: [CH3:17][O:16][CH2:15][C@@H:14]([N:6]([CH2:5][CH:4]=[O:20])[C:7](=[O:13])[O:8][C:9]([CH3:11])([CH3:12])[CH3:10])[CH:18]=[CH2:19]. (3) Given the reactants [O:1]1CCO[CH:2]1[C:6]1[CH:7]=[C:8]([C:21]2[N:29]=[C:28]([CH3:30])[N:27]=[C:26]3[C:22]=2[N:23]=[CH:24][N:25]3[CH:31]2[CH2:36][CH2:35][CH2:34][CH2:33][O:32]2)[C:9]([NH:12][C:13]2[CH:14]=[N:15][C:16]([O:19][CH3:20])=[CH:17][CH:18]=2)=[N:10][CH:11]=1.Cl, predict the reaction product. The product is: [CH3:20][O:19][C:16]1[N:15]=[CH:14][C:13]([NH:12][C:9]2[C:8]([C:21]3[N:29]=[C:28]([CH3:30])[N:27]=[C:26]4[C:22]=3[N:23]=[CH:24][N:25]4[CH:31]3[CH2:36][CH2:35][CH2:34][CH2:33][O:32]3)=[CH:7][C:6]([CH:2]=[O:1])=[CH:11][N:10]=2)=[CH:18][CH:17]=1. (4) Given the reactants [F:1][C:2]1[CH:7]=[CH:6][C:5]([CH2:8][CH2:9][C:10](OCC)=[O:11])=[CH:4][C:3]=1[O:15][CH3:16].[H-].[Al+3].[Li+].[H-].[H-].[H-].O.[OH-].[Na+], predict the reaction product. The product is: [F:1][C:2]1[CH:7]=[CH:6][C:5]([CH2:8][CH2:9][CH2:10][OH:11])=[CH:4][C:3]=1[O:15][CH3:16]. (5) The product is: [NH2:1][C:2]1[C:3]([C:9]([NH:11][C:12]2[CH:17]=[CH:16][CH:15]=[CH:14][CH:13]=2)=[O:10])=[N:4][C:5]([N:26]2[CH2:25][CH2:24][N:23]([S:20]([CH2:18][CH3:19])(=[O:21])=[O:22])[CH2:28][CH2:27]2)=[CH:6][N:7]=1. Given the reactants [NH2:1][C:2]1[C:3]([C:9]([NH:11][C:12]2[CH:17]=[CH:16][CH:15]=[CH:14][CH:13]=2)=[O:10])=[N:4][C:5](Br)=[CH:6][N:7]=1.[CH2:18]([S:20]([N:23]1[CH2:28][CH2:27][NH:26][CH2:25][CH2:24]1)(=[O:22])=[O:21])[CH3:19], predict the reaction product. (6) Given the reactants [C:1]([N:5]1[CH2:10][CH2:9][CH2:8][C@@H:7]([N:11]2[C:15]3[CH:16]=[CH:17][C:18]([C:20](O)=[O:21])=[CH:19][C:14]=3[N:13]=[C:12]2[NH:23][C:24](=[O:35])[C:25]2[CH:30]=[CH:29][CH:28]=[C:27]([C:31]([F:34])([F:33])[F:32])[CH:26]=2)[CH2:6]1)(=[O:4])[CH:2]=[CH2:3].[NH4+].[Cl-].OC1C2N=N[NH:44]C=2C=CC=1.Cl.C(N=C=NCCCN(C)C)C, predict the reaction product. The product is: [C:1]([N:5]1[CH2:10][CH2:9][CH2:8][C@@H:7]([N:11]2[C:15]3[CH:16]=[CH:17][C:18]([C:20]([NH2:44])=[O:21])=[CH:19][C:14]=3[N:13]=[C:12]2[NH:23][C:24](=[O:35])[C:25]2[CH:30]=[CH:29][CH:28]=[C:27]([C:31]([F:32])([F:34])[F:33])[CH:26]=2)[CH2:6]1)(=[O:4])[CH:2]=[CH2:3].